Task: Predict which catalyst facilitates the given reaction.. Dataset: Catalyst prediction with 721,799 reactions and 888 catalyst types from USPTO (1) Reactant: [CH2:1]([O:8][C:9]([N:11]1[CH2:16][CH2:15][CH2:14][CH:13]([C:17]([OH:19])=O)[CH2:12]1)=[O:10])[C:2]1[CH:7]=[CH:6][CH:5]=[CH:4][CH:3]=1.Cl.[CH3:21][NH:22][O:23][CH3:24].C(N(CC)CC)C.ON1C2C=CC=CC=2N=N1.Cl.CN(C)CCCN=C=NCC. Product: [CH3:24][O:23][N:22]([CH3:21])[C:17]([CH:13]1[CH2:14][CH2:15][CH2:16][N:11]([C:9]([O:8][CH2:1][C:2]2[CH:3]=[CH:4][CH:5]=[CH:6][CH:7]=2)=[O:10])[CH2:12]1)=[O:19]. The catalyst class is: 30. (2) Reactant: C(OC([N:8]1[C:16]2[C:11](=[CH:12][C:13]([O:17][CH2:18][CH2:19][CH2:20][CH2:21][N:22]([CH2:25][CH3:26])[CH2:23][CH3:24])=[CH:14][CH:15]=2)[CH:10]=[CH:9]1)=O)(C)(C)C.[OH-].[Na+]. Product: [CH2:25]([N:22]([CH2:23][CH3:24])[CH2:21][CH2:20][CH2:19][CH2:18][O:17][C:13]1[CH:12]=[C:11]2[C:16](=[CH:15][CH:14]=1)[NH:8][CH:9]=[CH:10]2)[CH3:26]. The catalyst class is: 14. (3) Reactant: [F-].[CH2:15]([N+]([CH2:15][CH2:16][CH2:17][CH3:18])([CH2:15][CH2:16][CH2:17][CH3:18])[CH2:15][CH2:16][CH2:17][CH3:18])[CH2:16][CH2:17][CH3:18].[F:19][C:20]1[CH:25]=[CH:24][C:23]([C@:26]2([O:44][C@H:43]([CH2:45][O:46]C(=O)C)[C@@H:38]([O:39]C(=O)C)[C@H:33]([O:34]C(=O)C)[C@H:28]2[O:29]C(=O)C)[OH:27])=[CH:22][C:21]=1[CH:50](C#C[Si](C(C)C)(C(C)C)C(C)C)[C:51]1[CH:56]=CC=[CH:53][CH:52]=1.[OH-].[K+].Cl. Product: [F:19][C:20]1[CH:25]=[CH:24][C:23]([C@:26]2([O:44][C@H:43]([CH2:45][OH:46])[C@@H:38]([OH:39])[C@H:33]([OH:34])[C@H:28]2[OH:29])[OH:27])=[CH:22][C:21]=1[CH2:50][C:51]1[CH:56]=[CH:15][C:16]([C:17]#[CH:18])=[CH:53][CH:52]=1. The catalyst class is: 83. (4) Reactant: [F:1][C:2]([F:25])([F:24])[C:3]1[CH:8]=[CH:7][CH:6]=[CH:5][C:4]=1[C:9]1[CH:14]=[CH:13][CH:12]=[C:11]([C:15]2[NH:19][C:18]([C:20]([O:22]C)=O)=[N:17][CH:16]=2)[CH:10]=1.[NH3:26]. Product: [F:24][C:2]([F:1])([F:25])[C:3]1[CH:8]=[CH:7][CH:6]=[CH:5][C:4]=1[C:9]1[CH:14]=[CH:13][CH:12]=[C:11]([C:15]2[NH:19][C:18]([C:20]([NH2:26])=[O:22])=[N:17][CH:16]=2)[CH:10]=1. The catalyst class is: 5. (5) Reactant: [Cl:1][C:2]1[CH:3]=[C:4]([C:8]2[CH:13]=[CH:12][C:11]([C:14](OC)=[O:15])=[C:10]([O:18][CH3:19])[CH:9]=2)[CH:5]=[CH:6][CH:7]=1.O.[NH2:21][NH2:22].O. Product: [Cl:1][C:2]1[CH:3]=[C:4]([C:8]2[CH:13]=[CH:12][C:11]([C:14]([NH:21][NH2:22])=[O:15])=[C:10]([O:18][CH3:19])[CH:9]=2)[CH:5]=[CH:6][CH:7]=1. The catalyst class is: 8.